Dataset: Catalyst prediction with 721,799 reactions and 888 catalyst types from USPTO. Task: Predict which catalyst facilitates the given reaction. (1) Reactant: [C:1]([O:5][C:6](=[O:18])[CH2:7][CH2:8][C:9]1[CH:14]=[CH:13][C:12]([OH:15])=[CH:11][C:10]=1[CH2:16][NH2:17])([CH3:4])([CH3:3])[CH3:2].C(N(CC)CC)C.[C:26](Cl)(=[O:33])[C:27]1[CH:32]=[CH:31][CH:30]=[CH:29][CH:28]=1. Product: [C:1]([O:5][C:6](=[O:18])[CH2:7][CH2:8][C:9]1[CH:14]=[CH:13][C:12]([OH:15])=[CH:11][C:10]=1[CH2:16][NH:17][C:26](=[O:33])[C:27]1[CH:32]=[CH:31][CH:30]=[CH:29][CH:28]=1)([CH3:4])([CH3:2])[CH3:3]. The catalyst class is: 2. (2) Reactant: [Br:1][C:2]1[C:3](Cl)=[N:4][C:5]([Cl:8])=[N:6][CH:7]=1.[NH2:10][C:11]1[CH:16]=[CH:15][CH:14]=[CH:13][C:12]=1[S:17]([NH:20][CH3:21])(=[O:19])=[O:18].C(=O)([O-])[O-].[K+].[K+].[Cl-].[NH4+]. Product: [Br:1][C:2]1[C:3]([NH:10][C:11]2[CH:16]=[CH:15][CH:14]=[CH:13][C:12]=2[S:17]([NH:20][CH3:21])(=[O:19])=[O:18])=[N:4][C:5]([Cl:8])=[N:6][CH:7]=1. The catalyst class is: 35. (3) Reactant: [Cl:1][C:2]1[N:7]=[CH:6][C:5]([CH:8]=O)=[CH:4][CH:3]=1.S([O-])([O-])(=O)=O.[Mg+2].[NH2:16][CH2:17][CH2:18][OH:19].C(O[BH-](OC(=O)C)OC(=O)C)(=O)C.[Na+].[Cl-].[Na+]. Product: [Cl:1][C:2]1[N:7]=[CH:6][C:5]([CH2:8][NH:16][CH2:17][CH2:18][OH:19])=[CH:4][CH:3]=1. The catalyst class is: 325. (4) Reactant: [CH3:1][N:2]1[C:6]([CH2:7]O)=[CH:5][C:4]([C:9]2[CH:14]=[CH:13][C:12]([O:15][C:16]([F:19])([F:18])[F:17])=[CH:11][CH:10]=2)=[N:3]1.S(Cl)([Cl:22])=O. Product: [Cl:22][CH2:7][C:6]1[N:2]([CH3:1])[N:3]=[C:4]([C:9]2[CH:14]=[CH:13][C:12]([O:15][C:16]([F:19])([F:18])[F:17])=[CH:11][CH:10]=2)[CH:5]=1. The catalyst class is: 22. (5) Reactant: [NH2:1][C:2]1[CH:3]=[C:4]2[C:9](=[CH:10][CH:11]=1)[N:8]([CH2:12][CH2:13][CH:14]([CH3:16])[CH3:15])[C:7](=[O:17])[C:6]([C:18]1[NH:19][S:20](=[O:29])(=[O:28])[C:21]3[CH:27]=[CH:26][CH:25]=[CH:24][C:22]=3[N:23]=1)=[C:5]2[OH:30].[C:31](OC(=O)C)(=[O:33])[CH3:32].N1C=CC=CC=1. Product: [O:28]=[S:20]1(=[O:29])[C:21]2[CH:27]=[CH:26][CH:25]=[CH:24][C:22]=2[NH:23][C:18]([C:6]2[C:7](=[O:17])[N:8]([CH2:12][CH2:13][CH:14]([CH3:16])[CH3:15])[C:9]3[C:4]([C:5]=2[OH:30])=[CH:3][C:2]([NH:1][C:31](=[O:33])[CH3:32])=[CH:11][CH:10]=3)=[N:19]1. The catalyst class is: 22. (6) Reactant: [Cl:1]/[C:2](=[CH:7]\N(C)C)/[CH:3]=[N+:4](C)C.[C:11]([N:18]1[CH2:23][CH2:22][CH2:21][CH2:20][C:19]1=O)([O:13][C:14]([CH3:17])([CH3:16])[CH3:15])=[O:12].C[Si]([N-][Si](C)(C)C)(C)C.[Li+].C([O-])(=O)C.[NH4+]. Product: [Cl:1][C:2]1[CH:3]=[N:4][C:21]2[CH2:20][CH2:19][N:18]([C:11]([O:13][C:14]([CH3:17])([CH3:16])[CH3:15])=[O:12])[CH2:23][C:22]=2[CH:7]=1. The catalyst class is: 1. (7) Reactant: [NH2:1][C:2]1[C:3]([Cl:14])=[CH:4][C:5]([CH2:10][CH2:11][CH:12]=[O:13])=[C:6]([CH:9]=1)[C:7]#[N:8].C1COCC1.[BH4-].[Na+]. Product: [NH2:1][C:2]1[C:3]([Cl:14])=[CH:4][C:5]([CH2:10][CH2:11][CH2:12][OH:13])=[C:6]([CH:9]=1)[C:7]#[N:8]. The catalyst class is: 5. (8) Reactant: [N+:1]([C:4]1[C:5]([CH:15]=O)=[N:6][N:7]([CH:9]2[CH2:14][CH2:13][CH2:12][CH2:11][O:10]2)[CH:8]=1)([O-:3])=[O:2].[CH3:17][N:18]1[CH2:23][CH2:22][N:21]([C:24]2[CH:25]=[C:26]([NH2:31])[C:27]([NH2:30])=[CH:28][CH:29]=2)[CH2:20][CH2:19]1. Product: [CH3:17][N:18]1[CH2:19][CH2:20][N:21]([C:24]2[CH:29]=[CH:28][C:27]3[N:30]=[C:15]([C:5]4[C:4]([N+:1]([O-:3])=[O:2])=[CH:8][N:7]([CH:9]5[CH2:14][CH2:13][CH2:12][CH2:11][O:10]5)[N:6]=4)[NH:31][C:26]=3[CH:25]=2)[CH2:22][CH2:23]1. The catalyst class is: 5. (9) Reactant: [C:1]([O:5][C:6](=[O:25])[C:7]1[CH:12]=[CH:11][C:10]([CH2:13][NH:14][S:15]([C:18]2[CH:23]=[CH:22][CH:21]=[CH:20][C:19]=2[NH2:24])(=[O:17])=[O:16])=[CH:9][CH:8]=1)([CH3:4])([CH3:3])[CH3:2].[Br:26]Br. Product: [C:1]([O:5][C:6](=[O:25])[C:7]1[CH:8]=[CH:9][C:10]([CH2:13][NH:14][S:15]([C:18]2[CH:23]=[C:22]([Br:26])[CH:21]=[CH:20][C:19]=2[NH2:24])(=[O:17])=[O:16])=[CH:11][CH:12]=1)([CH3:4])([CH3:2])[CH3:3]. The catalyst class is: 15.